From a dataset of Experimentally validated miRNA-target interactions with 360,000+ pairs, plus equal number of negative samples. Binary Classification. Given a miRNA mature sequence and a target amino acid sequence, predict their likelihood of interaction. (1) The miRNA is hsa-miR-200c-5p with sequence CGUCUUACCCAGCAGUGUUUGG. The protein sequence of the target gene is MAAGGGGGSSKASSSSASSAGALESSLDRKFQSVTNTMESIQGLSSWCIENKKHHSTIVYHWMKWLRRSTYPHRLNLFYLANDVIQNCKRKNAIIFRESFADVLPEAAALVKDPSVSKSIERIFKIWEDRNVYPEDMIVALREALMDRAASHNARLQKLQCFPGTTFKTQKQLKENLNKQPNKQWKKSQTSTNPKAALKSKIVAEFRSQALIEELLMYKRSEDQIELKEKQLSTMRVDVCSTETLKCLKDKTGGKKFSKEFEEASSKLEEFVNGLDKQVKNGPSLTEALENAGIFYEAQY.... Result: 0 (no interaction). (2) The miRNA is hsa-miR-526b-5p with sequence CUCUUGAGGGAAGCACUUUCUGU. The protein sequence of the target gene is MKCVFVTVGTTSFDDLIACVSAPDSLQKIESLGYNRLILQIGRGTVVPEPFSTESFTLDVYRYKDSLKEDIQKADLVISHAGAGSCLETLEKGKPLVVVINEKLMNNHQLELAKQLHKEGHLFYCTCRVLTCPGQAKSIASAPGKCQDSAALTSTAFSGLDFGLLSGYLHKQALVTATHPTCTLLFPSCHAFFPLPLTPTLYKMHKGWKNYCSQKSLNEASMDEYLGSLGLFRKLTAKDASCLFRAISEQLFCSQVHHLEIRKACVSYMRENQQTFESYVEGSFEKYLERLGDPKESAGQ.... Result: 1 (interaction). (3) The miRNA is mmu-miR-21a-5p with sequence UAGCUUAUCAGACUGAUGUUGA. The protein sequence of the target gene is MAQPGSGCKATTRCLEGTAPPAMAQSDAEALAGALDKDEGRASPCTPSTPSVCSPPSAASSVPSAGKNICSSCGLEILDRYLLKVNNLIWHVRCLECSVCRTSLRQQNSCYIKNKEIYCKMDYFSRFGTKCARCGRQIYASDWVRRARGNAYHLACFACFSCKRQLSTGEEFGLVEEKVLCRIHYDTMIENLKRAAENGNGLTLEGAVPSEQDSQPKPAKRARTSFTAEQLQVMQAQFAQDNNPDAQTLQKLADMTGLSRRVIQVWFQNCRARHKKHTPQHPVPPSGAPPTRLPSALSDD.... Result: 0 (no interaction). (4) The miRNA is mmu-miR-19b-3p with sequence UGUGCAAAUCCAUGCAAAACUGA. The protein sequence of the target gene is MTSKPHSDWIPYSVLDDEGSNLRQQKLDRQRALLEQKQKKKRQEPLMVQANADGRPRSRRARQSEEQAPLVESYLSSSGSTSYQVQEADSIASVQLGATRPPAPASAKKSKGAAASGGQGGAPRKEKKGKHKGTSGPATLAEDKSEAQGPVQILTVGQSDHDKDAGETAAGGGAQPSGQDLRATMQRKGISSSMSFDEDEDEDENSSSSSQLNSNTRPSSATSRKSIREAASAPSPAAPEPPVDIEVQDLEEFALRPAPQGITIKCRITRDKKGMDRGMYPTYFLHLDREDGKKVFLLAG.... Result: 1 (interaction). (5) Result: 0 (no interaction). The protein sequence of the target gene is MLQDKGLSESEEAFRAPGPALGEASNTSTTNAPEPALATPGLSGAALSSPPGQGADVAAAAAAAAEQTIENIKVGLHEKELWKKFHEAGTEMIITKAGRRMFPSYKVKVTGMNPKTKYILLIDIVPADDHRYKFCDNKWMVAGKAEPAMPGRLYVHPDSPATGAHWMRQLVSFQKLKLTNNHLDPFGHIILNSMHKYQPRLHIVKADENNAFGSKNTAFCTHVFPETSFISVTSYQNHKITQLKIENNPFAKGFRGSDDSDLRVARLQSKEYPVISKSIMRQRLVSSQLSAKPDVSPLHS.... The miRNA is hsa-miR-640 with sequence AUGAUCCAGGAACCUGCCUCU. (6) The miRNA is mmu-miR-3967 with sequence AGCUUGUCUGACUGAUGUUG. The protein sequence of the target gene is MPAKTPIYLKAANNKKGKKFKLRDILSPDMISPPLGDFRHTIHIGKEGQHDVFGDISFLQGNYELLPGNQEKAHSGQFPGHNDFFRANSTSDSMFTETPSPVLKNAISLPTIGGSQALMLPLLSPVTFHSKQESFGRPKLPRLSCEPVMEEKVQEQSSLLENGAVHQGDTSWGSSGSGSQSSQGRDSHSSSLSEQSSDWPADDMFEHPASCELVKSKTKSEESFSDLTGSLLSLQLDLGPSLLDEVLNVMDKNK. Result: 1 (interaction).